This data is from Full USPTO retrosynthesis dataset with 1.9M reactions from patents (1976-2016). The task is: Predict the reactants needed to synthesize the given product. (1) The reactants are: [N+:1]([C:4]1[CH:5]=[CH:6][C:7]2[N:8]([C:21](=[O:23])[CH3:22])[C:9]3[C:14]([S:15][C:16]=2[CH:17]=1)=[CH:13][C:12]([N+:18]([O-])=O)=[CH:11][CH:10]=3)([O-])=O.O.O.[Sn](Cl)Cl.C(=O)([O-])O.[Na+]. Given the product [NH2:1][C:4]1[CH:5]=[CH:6][C:7]2[N:8]([C:21](=[O:23])[CH3:22])[C:9]3[C:14]([S:15][C:16]=2[CH:17]=1)=[CH:13][C:12]([NH2:18])=[CH:11][CH:10]=3, predict the reactants needed to synthesize it. (2) Given the product [C:1]([O:5][C:6](=[O:7])[NH:8][C@@H:9]([CH2:15][C:16]1[CH:21]=[CH:20][CH:19]=[CH:18][CH:17]=1)[CH:10]([C:11](=[O:13])[NH:25][CH:22]1[CH2:24][CH2:23]1)[OH:14])([CH3:2])([CH3:3])[CH3:4], predict the reactants needed to synthesize it. The reactants are: [C:1]([O:5][C:6]([NH:8][CH:9]([CH2:15][C:16]1[CH:21]=[CH:20][CH:19]=[CH:18][CH:17]=1)[C@H:10]([OH:14])[C:11]([OH:13])=O)=[O:7])([CH3:4])([CH3:3])[CH3:2].[CH:22]1([NH2:25])[CH2:24][CH2:23]1.C(N(CC)C(C)C)(C)C.CN(C(ON1N=NC2C=CC=NC1=2)=[N+](C)C)C.F[P-](F)(F)(F)(F)F. (3) Given the product [CH3:17][N:9]([C:10](=[O:12])[CH3:11])[C:8]1[CH:13]=[CH:14][CH:15]=[C:6]([N+:3]([O-:5])=[O:4])[CH:7]=1, predict the reactants needed to synthesize it. The reactants are: [H-].[Na+].[N+:3]([C:6]1[CH:7]=[C:8]([CH:13]=[CH:14][CH:15]=1)[NH:9][C:10](=[O:12])[CH3:11])([O-:5])=[O:4].I[CH3:17].